From a dataset of Full USPTO retrosynthesis dataset with 1.9M reactions from patents (1976-2016). Predict the reactants needed to synthesize the given product. (1) The reactants are: C([O:3][C:4](=[O:19])[C@@H:5]([O:17][CH3:18])[CH2:6][C:7]1[CH:12]=[CH:11][C:10]([O:13][CH2:14][CH2:15]Br)=[CH:9][CH:8]=1)C.[CH3:20][O:21][C:22]1[CH:23]=[C:24](O)[CH:25]=[CH:26][CH:27]=1.CO[C@@H](CC1C=CC(OCCCOC2C=CC=CC=2)=CC=1)C(O)=O. Given the product [CH3:18][O:17][C@@H:5]([CH2:6][C:7]1[CH:8]=[CH:9][C:10]([O:13][CH2:14][CH2:15][C:26]2[CH:25]=[CH:24][CH:23]=[C:22]([O:21][CH3:20])[CH:27]=2)=[CH:11][CH:12]=1)[C:4]([OH:3])=[O:19], predict the reactants needed to synthesize it. (2) Given the product [NH2:35][C:33](=[O:34])[CH2:32][N:14]1[CH:15]=[C:10]([C:8]([NH:7][CH2:6][C:5]2[CH:4]=[CH:3][C:2]([Cl:1])=[CH:24][CH:23]=2)=[O:9])[C:11](=[O:22])[C:12]2[S:18][C:17]([CH2:19][OH:20])=[C:16]([CH3:21])[C:13]1=2, predict the reactants needed to synthesize it. The reactants are: [Cl:1][C:2]1[CH:24]=[CH:23][C:5]([CH2:6][NH:7][C:8]([C:10]2[C:11]([OH:22])=[C:12]3[S:18][C:17]([CH2:19][OH:20])=[C:16]([CH3:21])[C:13]3=[N:14][CH:15]=2)=[O:9])=[CH:4][CH:3]=1.C(=O)([O-])[O-].[K+].[K+].I[CH2:32][C:33]([NH2:35])=[O:34].O. (3) Given the product [F:15][C:14]([F:16])([F:17])[CH2:13][CH2:12][NH:11][C:9]([C:8]1[CH:18]=[CH:19][C:5]([C:21]2[N:23]=[CH:28][S:24][CH:20]=2)=[CH:6][CH:7]=1)=[O:10].[CH3:29][CH2:28][C:32]([O-:31])=[O:4], predict the reactants needed to synthesize it. The reactants are: BrCC([C:5]1[CH:19]=[CH:18][C:8]([C:9]([NH:11][CH2:12][CH2:13][C:14]([F:17])([F:16])[F:15])=[O:10])=[CH:7][CH:6]=1)=[O:4].[C:20](OCC)(=[S:24])[C:21]([NH2:23])=O.[CH2:28]1[CH2:32][O:31]C[CH2:29]1. (4) Given the product [F:49][C:46]1[CH:47]=[CH:48][C:43]([N:34]([C:31]2[CH:32]=[CH:33][C:28]([NH:27][C:26]3[CH:25]=[CH:24][N:23]=[C:22]4[NH:50][C:19]([C:17]([NH:8][CH2:7][CH2:6][S:3]([CH3:2])(=[O:5])=[O:4])=[O:18])=[CH:20][C:21]=34)=[CH:29][CH:30]=2)[C:35]([C:37]2([C:40]([NH2:42])=[O:41])[CH2:38][CH2:39]2)=[O:36])=[CH:44][CH:45]=1, predict the reactants needed to synthesize it. The reactants are: Cl.[CH3:2][S:3]([CH2:6][CH2:7][NH2:8])(=[O:5])=[O:4].C1(N)CC1.C1(N[C:17]([C:19]2[NH:50][C:22]3=[N:23][CH:24]=[CH:25][C:26]([NH:27][C:28]4[CH:33]=[CH:32][C:31]([N:34]([C:43]5[CH:48]=[CH:47][C:46]([F:49])=[CH:45][CH:44]=5)[C:35]([C:37]5([C:40]([NH2:42])=[O:41])[CH2:39][CH2:38]5)=[O:36])=[CH:30][CH:29]=4)=[C:21]3[CH:20]=2)=[O:18])CC1. (5) Given the product [CH2:7]([O:9][C:10](=[O:23])[N:11]([C:12]1[CH:17]=[C:16]([Cl:18])[N:15]=[C:14]([Cl:19])[C:13]=1[N+:20]([O-:22])=[O:21])[CH2:28][C:29]1[CH:34]=[N:33][C:32]([CH3:35])=[CH:31][CH:30]=1)[CH3:8], predict the reactants needed to synthesize it. The reactants are: C(=O)([O-])[O-].[K+].[K+].[CH2:7]([O:9][C:10](=[O:23])[NH:11][C:12]1[CH:17]=[C:16]([Cl:18])[N:15]=[C:14]([Cl:19])[C:13]=1[N+:20]([O-:22])=[O:21])[CH3:8].[I-].[Na+].Cl.Cl[CH2:28][C:29]1[CH:30]=[CH:31][C:32]([CH3:35])=[N:33][CH:34]=1.